Dataset: NCI-60 drug combinations with 297,098 pairs across 59 cell lines. Task: Regression. Given two drug SMILES strings and cell line genomic features, predict the synergy score measuring deviation from expected non-interaction effect. (1) Synergy scores: CSS=19.1, Synergy_ZIP=4.35, Synergy_Bliss=9.48, Synergy_Loewe=0.135, Synergy_HSA=7.68. Drug 1: C1=CC(=CC=C1CCC2=CNC3=C2C(=O)NC(=N3)N)C(=O)NC(CCC(=O)O)C(=O)O. Cell line: SK-MEL-28. Drug 2: CC1=C(C=C(C=C1)NC(=O)C2=CC=C(C=C2)CN3CCN(CC3)C)NC4=NC=CC(=N4)C5=CN=CC=C5. (2) Drug 1: CCC1(CC2CC(C3=C(CCN(C2)C1)C4=CC=CC=C4N3)(C5=C(C=C6C(=C5)C78CCN9C7C(C=CC9)(C(C(C8N6C)(C(=O)OC)O)OC(=O)C)CC)OC)C(=O)OC)O.OS(=O)(=O)O. Drug 2: CC1=C(C=C(C=C1)C(=O)NC2=CC(=CC(=C2)C(F)(F)F)N3C=C(N=C3)C)NC4=NC=CC(=N4)C5=CN=CC=C5. Cell line: OVCAR3. Synergy scores: CSS=-2.17, Synergy_ZIP=2.26, Synergy_Bliss=5.53, Synergy_Loewe=-0.0214, Synergy_HSA=0.667. (3) Drug 1: CN1CCC(CC1)COC2=C(C=C3C(=C2)N=CN=C3NC4=C(C=C(C=C4)Br)F)OC. Drug 2: CC1=C(C=C(C=C1)NC(=O)C2=CC=C(C=C2)CN3CCN(CC3)C)NC4=NC=CC(=N4)C5=CN=CC=C5. Cell line: SNB-19. Synergy scores: CSS=-1.00, Synergy_ZIP=0.211, Synergy_Bliss=-0.253, Synergy_Loewe=-6.52, Synergy_HSA=-2.96. (4) Drug 1: C1CC(C1)(C(=O)O)C(=O)O.[NH2-].[NH2-].[Pt+2]. Drug 2: CC(C)(C#N)C1=CC(=CC(=C1)CN2C=NC=N2)C(C)(C)C#N. Cell line: SF-268. Synergy scores: CSS=10.4, Synergy_ZIP=-0.941, Synergy_Bliss=2.80, Synergy_Loewe=-2.14, Synergy_HSA=-1.11. (5) Drug 1: C1CC(C1)(C(=O)O)C(=O)O.[NH2-].[NH2-].[Pt+2]. Drug 2: CC1C(C(CC(O1)OC2CC(CC3=C2C(=C4C(=C3O)C(=O)C5=C(C4=O)C(=CC=C5)OC)O)(C(=O)CO)O)N)O.Cl. Cell line: MCF7. Synergy scores: CSS=26.4, Synergy_ZIP=-3.27, Synergy_Bliss=-1.77, Synergy_Loewe=-2.15, Synergy_HSA=1.30. (6) Drug 1: CC(CN1CC(=O)NC(=O)C1)N2CC(=O)NC(=O)C2. Drug 2: CN(CC1=CN=C2C(=N1)C(=NC(=N2)N)N)C3=CC=C(C=C3)C(=O)NC(CCC(=O)O)C(=O)O. Cell line: MALME-3M. Synergy scores: CSS=18.1, Synergy_ZIP=-5.02, Synergy_Bliss=-0.0228, Synergy_Loewe=-5.40, Synergy_HSA=-1.68.